From a dataset of Reaction yield outcomes from USPTO patents with 853,638 reactions. Predict the reaction yield, written as a fraction of the theoretical maximum amount of product (1.0 means a 100% yield; for example, 0.34 means a 34% yield). (1) The reactants are C[O:2][C:3]([CH:5]1[CH2:9][CH2:8][N:7]([CH2:10][C:11]2[N:20]=[CH:19][C:18]3[C:13](=[CH:14][CH:15]=[C:16]([O:21][CH:22]4[CH2:27][CH2:26][CH:25]([C:28]([CH3:32])([CH3:31])[CH2:29][CH3:30])[CH2:24][CH2:23]4)[CH:17]=3)[N:12]=2)[CH2:6]1)=[O:4].CO.O1CCCC1.[OH-].[Li+].O. No catalyst specified. The product is [CH3:32][C:28]([CH:25]1[CH2:24][CH2:23][CH:22]([O:21][C:16]2[CH:17]=[C:18]3[C:13](=[CH:14][CH:15]=2)[N:12]=[C:11]([CH2:10][N:7]2[CH2:8][CH2:9][CH:5]([C:3]([OH:4])=[O:2])[CH2:6]2)[N:20]=[CH:19]3)[CH2:27][CH2:26]1)([CH3:31])[CH2:29][CH3:30]. The yield is 0.900. (2) The reactants are O.OO.[F:4][C:5]([F:58])([F:57])[C:6]1[CH:7]=[C:8]([C@@H:16]([N:18]([CH2:32][C:33]2[CH:38]=[C:37]([C:39]([F:42])([F:41])[F:40])[CH:36]=[CH:35][C:34]=2[N:43]([CH2:46][C@H:47]2[CH2:52][CH2:51][C@H:50]([CH2:53][C:54]([OH:56])=[O:55])[CH2:49][CH2:48]2)[CH2:44][CH3:45])[C:19]2[N:24]=[CH:23][C:22]([O:25][CH2:26][CH2:27][S:28]([CH3:31])(=[O:30])=[O:29])=[CH:21][N:20]=2)[CH3:17])[CH:9]=[C:10]([C:12]([F:15])([F:14])[F:13])[CH:11]=1.[CH2:59](OC(=O)C[C@H]1CC[C@H](CN([C:61]2[CH:62]=[CH:63][C:64](C(F)(F)F)=[CH:65][C:60]=2[CH2:59]N([CH:59]([C:60]2[CH:65]=[C:64](C(F)(F)F)[CH:63]=[C:62](C(F)(F)F)[CH:61]=2)C)C2N=CC(OCCSC)=CN=2)CC)CC1)[C:60]1[CH:65]=[CH:64][CH:63]=[CH:62][CH:61]=1. The catalyst is [Cl-].[Cl-].[Cl-].[Cl-].[Cl-].[Ta+5].CC(O)C. The product is [CH2:59]([O:55][C:54](=[O:56])[CH2:53][C@H:50]1[CH2:51][CH2:52][C@H:47]([CH2:46][N:43]([C:34]2[CH:35]=[CH:36][C:37]([C:39]([F:42])([F:40])[F:41])=[CH:38][C:33]=2[CH2:32][N:18]([CH:16]([C:8]2[CH:9]=[C:10]([C:12]([F:15])([F:14])[F:13])[CH:11]=[C:6]([C:5]([F:4])([F:57])[F:58])[CH:7]=2)[CH3:17])[C:19]2[N:24]=[CH:23][C:22]([O:25][CH2:26][CH2:27][S:28]([CH3:31])(=[O:29])=[O:30])=[CH:21][N:20]=2)[CH2:44][CH3:45])[CH2:48][CH2:49]1)[C:60]1[CH:65]=[CH:64][CH:63]=[CH:62][CH:61]=1. The yield is 0.790. (3) The reactants are [CH:1]1[C:6]([CH:7]=[O:8])=[CH:5][CH:4]=[C:3]([CH:9]=[O:10])[CH:2]=1.NCC1C=CC=CN=1.[H][H]. The catalyst is [Pd].CO. The product is [OH:10][CH2:9][C:3]1[CH:2]=[CH:1][C:6]([CH:7]=[O:8])=[CH:5][CH:4]=1. The yield is 0.780. (4) The reactants are [Si:1]([O:8][CH2:9][C@@H:10]1[C@H:14]2[O:15][C:16]([CH3:19])([CH3:18])[O:17][C@H:13]2[C@H:12]([NH:20][C:21]2[CH:26]=[C:25](I)[N:24]=[CH:23][N:22]=2)[CH2:11]1)([C:4]([CH3:7])([CH3:6])[CH3:5])([CH3:3])[CH3:2].CCN(CC)CC.[C:35]1([C:41]#[CH:42])[CH:40]=[CH:39][CH:38]=[CH:37][CH:36]=1. The catalyst is CN(C=O)C.[Cu]I.Cl[Pd](Cl)([P](C1C=CC=CC=1)(C1C=CC=CC=1)C1C=CC=CC=1)[P](C1C=CC=CC=1)(C1C=CC=CC=1)C1C=CC=CC=1. The product is [Si:1]([O:8][CH2:9][C@@H:10]1[C@H:14]2[O:15][C:16]([CH3:19])([CH3:18])[O:17][C@H:13]2[C@H:12]([NH:20][C:21]2[CH:26]=[C:25]([C:42]#[C:41][C:35]3[CH:40]=[CH:39][CH:38]=[CH:37][CH:36]=3)[N:24]=[CH:23][N:22]=2)[CH2:11]1)([C:4]([CH3:7])([CH3:6])[CH3:5])([CH3:3])[CH3:2]. The yield is 0.840.